Dataset: Full USPTO retrosynthesis dataset with 1.9M reactions from patents (1976-2016). Task: Predict the reactants needed to synthesize the given product. (1) The reactants are: B(Cl)(Cl)Cl.C[O:6][C:7]1[CH:8]=[C:9]([N:15]([CH2:26][CH2:27][CH2:28][CH2:29][CH2:30][CH2:31][CH3:32])[S:16]([C:19]2[CH:24]=[CH:23][C:22]([CH3:25])=[CH:21][CH:20]=2)(=[O:18])=[O:17])[CH:10]=[C:11]([O:13]C)[CH:12]=1. Given the product [OH:6][C:7]1[CH:8]=[C:9]([N:15]([CH2:26][CH2:27][CH2:28][CH2:29][CH2:30][CH2:31][CH3:32])[S:16]([C:19]2[CH:24]=[CH:23][C:22]([CH3:25])=[CH:21][CH:20]=2)(=[O:18])=[O:17])[CH:10]=[C:11]([OH:13])[CH:12]=1, predict the reactants needed to synthesize it. (2) Given the product [F:20][C:17]([F:18])([F:19])[C:14]1[CH:13]=[CH:12][C:11]([C:9]2[S:10][C:6]([CH2:4][OH:3])=[CH:7][N:8]=2)=[CH:16][CH:15]=1, predict the reactants needed to synthesize it. The reactants are: C([O:3][C:4]([C:6]1[S:10][C:9]([C:11]2[CH:16]=[CH:15][C:14]([C:17]([F:20])([F:19])[F:18])=[CH:13][CH:12]=2)=[N:8][CH:7]=1)=O)C.[H-].[H-].[H-].[H-].[Li+].[Al+3]. (3) Given the product [Cl:3][C:4]1[CH:27]=[CH:26][C:7]([O:8][C:9]2[C:17]3[C:12](=[CH:13][CH:14]=[C:15]([F:18])[CH:16]=3)[N:11]([CH2:19][C:20]([OH:22])=[O:21])[C:10]=2[CH3:25])=[CH:6][CH:5]=1, predict the reactants needed to synthesize it. The reactants are: [OH-].[Na+].[Cl:3][C:4]1[CH:27]=[CH:26][C:7]([O:8][C:9]2[C:17]3[C:12](=[CH:13][CH:14]=[C:15]([F:18])[CH:16]=3)[N:11]([CH2:19][C:20]([O:22]CC)=[O:21])[C:10]=2[CH3:25])=[CH:6][CH:5]=1.O.Cl. (4) Given the product [C:54]([Si:51]([CH3:53])([CH3:52])[O:50][CH2:49][CH2:48][N:39]1[C:40]2[C:45](=[CH:44][CH:43]=[C:42]([Cl:47])[CH:41]=2)[CH2:46][CH:37]([NH:36][C:11]([C:9]2[NH:8][C:5]3[CH:4]=[CH:3][C:2]([Cl:1])=[N:7][C:6]=3[CH:10]=2)=[O:13])[C:38]1=[O:58])([CH3:57])([CH3:56])[CH3:55], predict the reactants needed to synthesize it. The reactants are: [Cl:1][C:2]1[CH:3]=[C:4]2[CH:10]=[C:9]([C:11]([OH:13])=O)[NH:8][C:5]2=[CH:6][N:7]=1.CCN=C=NCCCN(C)C.C1C=C2N=NN(O)C2=CC=1.O.[NH2:36][CH:37]1[CH2:46][C:45]2[C:40](=[CH:41][C:42]([Cl:47])=[CH:43][CH:44]=2)[N:39]([CH2:48][CH2:49][O:50][Si:51]([C:54]([CH3:57])([CH3:56])[CH3:55])([CH3:53])[CH3:52])[C:38]1=[O:58].CCN(C(C)C)C(C)C.